From a dataset of Full USPTO retrosynthesis dataset with 1.9M reactions from patents (1976-2016). Predict the reactants needed to synthesize the given product. (1) The reactants are: [CH2:1]([NH:8][C@@H:9]1[CH2:16][N:15]2[C:17]3[CH:18]=[C:19]([C:30]([O:32][CH3:33])=[O:31])[CH:20]=[CH:21][C:22]=3[C:23]([CH:24]3[CH2:29][CH2:28][CH2:27][CH2:26][CH2:25]3)=[C:14]2[C:13]2[CH:34]=[CH:35][C:36]([F:38])=[CH:37][C:12]=2[O:11][CH2:10]1)[C:2]1[CH:7]=[CH:6][CH:5]=[CH:4][CH:3]=1.[BH3-]C#N.[Na+].[C:43]([NH:50][CH2:51][CH:52]=O)([O:45][C:46]([CH3:49])([CH3:48])[CH3:47])=[O:44]. Given the product [CH2:1]([N:8]([CH2:52][CH2:51][NH:50][C:43]([O:45][C:46]([CH3:49])([CH3:48])[CH3:47])=[O:44])[C@@H:9]1[CH2:16][N:15]2[C:17]3[CH:18]=[C:19]([C:30]([O:32][CH3:33])=[O:31])[CH:20]=[CH:21][C:22]=3[C:23]([CH:24]3[CH2:25][CH2:26][CH2:27][CH2:28][CH2:29]3)=[C:14]2[C:13]2[CH:34]=[CH:35][C:36]([F:38])=[CH:37][C:12]=2[O:11][CH2:10]1)[C:2]1[CH:3]=[CH:4][CH:5]=[CH:6][CH:7]=1, predict the reactants needed to synthesize it. (2) Given the product [CH3:1][C:2]1[CH:9]=[C:8]([C:10]2[S:11][C:12]3[C:17]([N:18]=2)=[CH:16][CH:15]=[C:14]([C:19]2([C:22]4[CH:27]=[CH:26][CH:25]=[CH:24][CH:23]=4)[CH2:20][CH2:21]2)[N:13]=3)[CH:7]=[C:6]([CH3:28])[C:3]=1[CH2:4][N:29]1[CH2:32][CH:31]([C:33]([OH:35])=[O:34])[CH2:30]1, predict the reactants needed to synthesize it. The reactants are: [CH3:1][C:2]1[CH:9]=[C:8]([C:10]2[S:11][C:12]3[C:17]([N:18]=2)=[CH:16][CH:15]=[C:14]([C:19]2([C:22]4[CH:27]=[CH:26][CH:25]=[CH:24][CH:23]=4)[CH2:21][CH2:20]2)[N:13]=3)[CH:7]=[C:6]([CH3:28])[C:3]=1[CH:4]=O.[NH:29]1[CH2:32][CH:31]([C:33]([OH:35])=[O:34])[CH2:30]1.C(O)(=O)C.C([BH3-])#N.[Na+]. (3) Given the product [CH3:9][Si:10]([CH3:13])([CH3:12])[N:8]([Si:10]([CH3:13])([CH3:12])[CH3:9])[C:6]([NH:5]/[CH:4]=[CH:3]\[C:1]#[N:2])=[O:7], predict the reactants needed to synthesize it. The reactants are: [C:1](/[CH:3]=[CH:4]\[NH:5][C:6]([NH2:8])=[O:7])#[N:2].[CH3:9][Si:10]([CH3:13])([CH3:12])Cl.[Cl-].[Li+]. (4) Given the product [F:28][C:2]([F:1])([F:27])[CH2:3][CH2:4][NH:5][C:6]([C:7]1[C:8]([N:16]2[CH2:21][CH2:20][CH:19]([C:22]([F:23])([F:24])[F:25])[CH2:18][CH2:17]2)=[CH:9][C:10]2[N:14]([CH3:15])[C:45]([NH:44][C:39]3[C:40]([Cl:43])=[CH:41][CH:42]=[C:37]([CH2:36][NH:35][C:34]([O:33][C:29]([CH3:32])([CH3:31])[CH3:30])=[O:48])[C:38]=3[Cl:47])=[N:13][C:11]=2[CH:12]=1)=[O:26], predict the reactants needed to synthesize it. The reactants are: [F:1][C:2]([F:28])([F:27])[CH2:3][CH2:4][NH:5][C:6](=[O:26])[C:7]1[CH:12]=[C:11]([NH2:13])[C:10]([NH:14][CH3:15])=[CH:9][C:8]=1[N:16]1[CH2:21][CH2:20][CH:19]([C:22]([F:25])([F:24])[F:23])[CH2:18][CH2:17]1.[C:29]([O:33][C:34](=[O:48])[NH:35][CH2:36][C:37]1[CH:42]=[CH:41][C:40]([Cl:43])=[C:39]([N:44]=[C:45]=S)[C:38]=1[Cl:47])([CH3:32])([CH3:31])[CH3:30].CC(C)N=C=NC(C)C. (5) Given the product [Br:1][C:2]1[CH:10]=[CH:9][C:5]([C:6]([N:33]([O:34][CH3:35])[CH3:32])=[O:7])=[C:4]([CH3:11])[CH:3]=1, predict the reactants needed to synthesize it. The reactants are: [Br:1][C:2]1[CH:10]=[CH:9][C:5]([C:6](O)=[O:7])=[C:4]([CH3:11])[CH:3]=1.Cl.C(N=C=NCCCN(C)C)C.C(N(CC)CC)C.Cl.[CH3:32][NH:33][O:34][CH3:35]. (6) The reactants are: [OH:1][CH2:2][CH2:3][N:4]1[C:12]2[C:7](=[CH:8][CH:9]=[CH:10][CH:11]=2)[C:6]([CH3:14])([CH3:13])[CH:5]1[CH2:15][O:16][CH:17]1[CH:22]([C:23]2[CH:28]=[CH:27][C:26]([O:29][CH2:30][CH2:31][CH2:32][O:33][CH2:34][C:35]3[CH:40]=[CH:39][CH:38]=[CH:37][C:36]=3[O:41][CH3:42])=[CH:25][CH:24]=2)[CH2:21][CH2:20][N:19]([C:43]([O:45][C:46]([CH3:49])([CH3:48])[CH3:47])=[O:44])[CH2:18]1.C(N(CC)CC)C.[C:57]1([CH3:67])[CH:62]=[CH:61][C:60]([S:63](Cl)(=[O:65])=[O:64])=[CH:59][CH:58]=1.O. Given the product [CH3:13][C:6]1([CH3:14])[C:7]2[C:12](=[CH:11][CH:10]=[CH:9][CH:8]=2)[N:4]([CH2:3][CH2:2][O:1][S:63]([C:60]2[CH:61]=[CH:62][C:57]([CH3:67])=[CH:58][CH:59]=2)(=[O:65])=[O:64])[CH:5]1[CH2:15][O:16][CH:17]1[CH:22]([C:23]2[CH:24]=[CH:25][C:26]([O:29][CH2:30][CH2:31][CH2:32][O:33][CH2:34][C:35]3[CH:40]=[CH:39][CH:38]=[CH:37][C:36]=3[O:41][CH3:42])=[CH:27][CH:28]=2)[CH2:21][CH2:20][N:19]([C:43]([O:45][C:46]([CH3:49])([CH3:48])[CH3:47])=[O:44])[CH2:18]1, predict the reactants needed to synthesize it.